Dataset: Full USPTO retrosynthesis dataset with 1.9M reactions from patents (1976-2016). Task: Predict the reactants needed to synthesize the given product. (1) The reactants are: C[Si]([N-][Si](C)(C)C)(C)C.[K+].[Br:11][C:12]1[CH:13]=[C:14]([C:22]#[N:23])[C:15]([NH:18][C:19](=[O:21])[CH3:20])=[N:16][CH:17]=1. Given the product [NH2:23][C:22]1[C:14]2[C:15](=[N:16][CH:17]=[C:12]([Br:11])[CH:13]=2)[NH:18][C:19](=[O:21])[CH:20]=1, predict the reactants needed to synthesize it. (2) The reactants are: [N:1]1([C:6](=O)[CH2:7][C:8]2[C:12]3=[N:13][CH:14]=[CH:15][CH:16]=[C:11]3[NH:10][CH:9]=2)[CH2:5][CH2:4][CH2:3][CH2:2]1.[H-].[Al+3].[Li+].[H-].[H-].[H-]. Given the product [N:1]1([CH2:6][CH2:7][C:8]2[C:12]3=[N:13][CH:14]=[CH:15][CH:16]=[C:11]3[NH:10][CH:9]=2)[CH2:5][CH2:4][CH2:3][CH2:2]1, predict the reactants needed to synthesize it. (3) Given the product [C:1]1([C:7]2[N:23]=[C:19]3[CH:20]=[CH:21][CH:22]=[N:17][C:18]3=[N:24][C:9]=2[C:11]2[CH:16]=[CH:15][CH:14]=[CH:13][CH:12]=2)[CH:6]=[CH:5][CH:4]=[CH:3][CH:2]=1, predict the reactants needed to synthesize it. The reactants are: [C:1]1([C:7]([C:9]([C:11]2[CH:16]=[CH:15][CH:14]=[CH:13][CH:12]=2)=O)=O)[CH:6]=[CH:5][CH:4]=[CH:3][CH:2]=1.[N:17]1[CH:22]=[CH:21][CH:20]=[C:19]([NH2:23])[C:18]=1[NH2:24]. (4) Given the product [Cl:1][C:2]1[CH:7]=[CH:6][C:5]([C@H:8]2[N:15]3[C:11]([S:12][C:13]([C:19]([N:30]4[CH2:34][C:33](=[O:35])[NH:32][CH2:31]4)=[O:21])=[C:14]3[CH:16]([CH3:17])[CH3:18])=[N:10][C@:9]2([C:23]2[CH:24]=[CH:25][C:26]([Cl:29])=[CH:27][CH:28]=2)[CH3:22])=[CH:4][CH:3]=1, predict the reactants needed to synthesize it. The reactants are: [Cl:1][C:2]1[CH:7]=[CH:6][C:5]([C@H:8]2[N:15]3[C:11]([S:12][C:13]([C:19]([OH:21])=O)=[C:14]3[CH:16]([CH3:18])[CH3:17])=[N:10][C@:9]2([C:23]2[CH:28]=[CH:27][C:26]([Cl:29])=[CH:25][CH:24]=2)[CH3:22])=[CH:4][CH:3]=1.[NH:30]1[CH2:34][C:33](=[O:35])[NH:32][CH2:31]1.